This data is from Reaction yield outcomes from USPTO patents with 853,638 reactions. The task is: Predict the reaction yield, written as a fraction of the theoretical maximum amount of product (1.0 means a 100% yield; for example, 0.34 means a 34% yield). The reactants are [H-].[Na+].CN(C=O)C.[S:8]1[CH:12]=[CH:11][N:10]=[C:9]1[CH2:13][C:14]([O:16][C:17]([CH3:20])([CH3:19])[CH3:18])=[O:15].Br[CH2:22][CH2:23]Br. The catalyst is C1COCC1. The product is [S:8]1[CH:12]=[CH:11][N:10]=[C:9]1[C:13]1([C:14]([O:16][C:17]([CH3:20])([CH3:19])[CH3:18])=[O:15])[CH2:23][CH2:22]1. The yield is 0.880.